This data is from Full USPTO retrosynthesis dataset with 1.9M reactions from patents (1976-2016). The task is: Predict the reactants needed to synthesize the given product. (1) Given the product [F:44][C:45]([F:58])([F:57])[S:46]([O:18][C:11]1[C:8]2[C:9](=[O:10])[N:4]([CH:1]3[CH2:2][CH2:3]3)[N:5]=[C:6]([C:19]3[CH:24]=[CH:23][CH:22]=[C:21]([N+:25]([O-:27])=[O:26])[CH:20]=3)[C:7]=2[N:14]([CH3:15])[C:13](=[O:16])[C:12]=1[F:17])(=[O:48])=[O:47], predict the reactants needed to synthesize it. The reactants are: [CH:1]1([N:4]2[C:9](=[O:10])[C:8]3[C:11]([OH:18])=[C:12]([F:17])[C:13](=[O:16])[N:14]([CH3:15])[C:7]=3[C:6]([C:19]3[CH:24]=[CH:23][CH:22]=[C:21]([N+:25]([O-:27])=[O:26])[CH:20]=3)=[N:5]2)[CH2:3][CH2:2]1.CCN(C(C)C)C(C)C.CN1C(=O)CCC1.[F:44][C:45]([F:58])([F:57])[S:46](O[S:46]([C:45]([F:58])([F:57])[F:44])(=[O:48])=[O:47])(=[O:48])=[O:47]. (2) Given the product [Cl:1][C:2]1[CH:7]=[CH:6][CH:5]=[CH:4][C:3]=1[N:8]1[C:12](=[O:13])[NH:11][N:10]=[C:9]1[C:14]1[S:30][C:17]2[C:18]3[CH:26]=[CH:25][C:24]([C:27]([Cl:33])=[O:29])=[CH:23][C:19]=3[O:20][CH2:21][CH2:22][C:16]=2[CH:15]=1, predict the reactants needed to synthesize it. The reactants are: [Cl:1][C:2]1[CH:7]=[CH:6][CH:5]=[CH:4][C:3]=1[N:8]1[C:12](=[O:13])[NH:11][N:10]=[C:9]1[C:14]1[S:30][C:17]2[C:18]3[CH:26]=[CH:25][C:24]([C:27]([O-:29])=O)=[CH:23][C:19]=3[O:20][CH2:21][CH2:22][C:16]=2[CH:15]=1.O=S(Cl)[Cl:33]. (3) Given the product [CH3:1][S:2][CH2:3][CH2:4][CH:5]([N:9]1[CH:13]=[C:12]([C:14]2[C:15]3[CH:22]=[CH:21][NH:20][C:16]=3[N:17]=[CH:18][N:19]=2)[CH:11]=[N:10]1)[CH2:6][CH3:7].[N:40]([O-:24])=[O:39], predict the reactants needed to synthesize it. The reactants are: [CH3:1][S:2][CH2:3][CH2:4][CH:5]([N:9]1[CH:13]=[C:12]([C:14]2[C:15]3[CH:22]=[CH:21][N:20](C[O:24]CC[Si](C)(C)C)[C:16]=3[N:17]=[CH:18][N:19]=2)[CH:11]=[N:10]1)[CH2:6][C:7]#N.C1COCC1.C(O)C.[OH-:39].[NH4+:40]. (4) Given the product [C:33]([OH:38])(=[O:37])[CH:34]([CH3:36])[OH:35].[C:39]([OH:47])(=[O:46])[C:40]([CH2:42][C:43]([OH:45])=[O:44])=[CH2:41].[CH3:3][C:2]([C@H:4]1[C@@H:8]2[C@@H:9]3[C@@:22]([CH3:25])([CH2:23][CH2:24][C@@:7]2([CH2:31][OH:32])[CH2:6][CH2:5]1)[C@@:21]1([CH3:26])[C@@H:12]([C@:13]2([CH3:30])[C@@H:18]([CH2:19][CH2:20]1)[C:17]([CH3:28])([CH3:27])[C@@H:16]([OH:29])[CH2:15][CH2:14]2)[CH2:11][CH2:10]3)=[CH2:1], predict the reactants needed to synthesize it. The reactants are: [CH3:1][C:2]([C@H:4]1[C@@H:8]2[C@@H:9]3[C@@:22]([CH3:25])([CH2:23][CH2:24][C@@:7]2([CH2:31][OH:32])[CH2:6][CH2:5]1)[C@@:21]1([CH3:26])[C@@H:12]([C@:13]2([CH3:30])[C@@H:18]([CH2:19][CH2:20]1)[C:17]([CH3:28])([CH3:27])[C@@H:16]([OH:29])[CH2:15][CH2:14]2)[CH2:11][CH2:10]3)=[CH2:3].[C:33]([OH:38])(=[O:37])[C@H:34]([CH3:36])[OH:35].[C:39]([OH:47])(=[O:46])[C:40]([CH2:42][C:43]([OH:45])=[O:44])=[CH2:41].[Sn+2]. (5) Given the product [Cl:12][C:3]1[C:4]([Cl:11])=[N:5][CH:6]=[C:7]([C:2]=1[NH:13][C:14]1[CH:19]=[CH:18][CH:17]=[CH:16][C:15]=1[CH3:20])[C:8]([OH:10])=[O:9], predict the reactants needed to synthesize it. The reactants are: Cl[C:2]1[C:7]([C:8]([OH:10])=[O:9])=[CH:6][N:5]=[C:4]([Cl:11])[C:3]=1[Cl:12].[NH2:13][C:14]1[C:15]([CH3:20])=[CH:16][CH:17]=[CH:18][CH:19]=1. (6) Given the product [C:27]([S:26][C:25]1[C:20]2[S:19][CH:18]=[C:17]([C:9]3[CH2:13][CH2:12][C:11](=[O:14])[CH:10]=3)[C:21]=2[N:22]=[CH:23][N:24]=1)([CH3:30])([CH3:28])[CH3:29], predict the reactants needed to synthesize it. The reactants are: CC1(C)C(C)(C)OB([C:9]2[CH2:13][CH2:12][C:11](=[O:14])[CH:10]=2)O1.Br[C:17]1[C:21]2[N:22]=[CH:23][N:24]=[C:25]([S:26][C:27]([CH3:30])([CH3:29])[CH3:28])[C:20]=2[S:19][CH:18]=1.[O-]P([O-])([O-])=O.[K+].[K+].[K+]. (7) The reactants are: [CH3:1][C:2]1([CH3:31])[CH2:11][CH:10]=[C:9]([C:12]2[S:13][C:14]([CH3:17])=[CH:15][CH:16]=2)[C:8]2[CH:7]=[C:6]([C:18]#[C:19][C:20]3[CH:30]=[CH:29][C:23]([C:24]([O:26]CC)=[O:25])=[CH:22][CH:21]=3)[CH:5]=[CH:4][C:3]1=2.[OH-].[Na+].Cl. Given the product [CH3:1][C:2]1([CH3:31])[CH2:11][CH:10]=[C:9]([C:12]2[S:13][C:14]([CH3:17])=[CH:15][CH:16]=2)[C:8]2[CH:7]=[C:6]([C:18]#[C:19][C:20]3[CH:21]=[CH:22][C:23]([C:24]([OH:26])=[O:25])=[CH:29][CH:30]=3)[CH:5]=[CH:4][C:3]1=2, predict the reactants needed to synthesize it.